From a dataset of Peptide-MHC class I binding affinity with 185,985 pairs from IEDB/IMGT. Regression. Given a peptide amino acid sequence and an MHC pseudo amino acid sequence, predict their binding affinity value. This is MHC class I binding data. The peptide sequence is LACTDPSERV. The MHC is HLA-A02:01 with pseudo-sequence HLA-A02:01. The binding affinity (normalized) is 0.369.